Dataset: Forward reaction prediction with 1.9M reactions from USPTO patents (1976-2016). Task: Predict the product of the given reaction. (1) Given the reactants [ClH:1].[N:2]12[CH2:9][CH2:8][CH:5]([CH2:6][CH2:7]1)[C@H:4]([NH:10][C:11]([C:13]1[O:14][C:15]3[C:21]([C:22]4[CH:23]=[C:24]([CH:28]=[CH:29][CH:30]=4)[C:25]([OH:27])=O)=[CH:20][CH:19]=[CH:18][C:16]=3[CH:17]=1)=[O:12])[CH2:3]2.[CH2:31]([NH2:35])[CH:32]([CH3:34])[CH3:33], predict the reaction product. The product is: [ClH:1].[N:2]12[CH2:7][CH2:6][CH:5]([CH2:8][CH2:9]1)[C@H:4]([NH:10][C:11]([C:13]1[O:14][C:15]3[C:21]([C:22]4[CH:30]=[CH:29][CH:28]=[C:24]([C:25]([NH:35][CH2:31][CH:32]([CH3:34])[CH3:33])=[O:27])[CH:23]=4)=[CH:20][CH:19]=[CH:18][C:16]=3[CH:17]=1)=[O:12])[CH2:3]2. (2) Given the reactants [H-].[Na+].[NH2:3][C:4]1[C:9]([C:10]#[N:11])=[CH:8][N:7]=[C:6]([Cl:12])[N:5]=1.[Cl:13][C:14]1[CH:19]=[CH:18][CH:17]=[C:16]([Cl:20])[C:15]=1[N:21]=[C:22]=[O:23].Cl, predict the reaction product. The product is: [Cl:12][C:6]1[N:5]=[C:4]2[NH:3][C:22](=[O:23])[N:21]([C:15]3[C:14]([Cl:13])=[CH:19][CH:18]=[CH:17][C:16]=3[Cl:20])[C:10](=[NH:11])[C:9]2=[CH:8][N:7]=1. (3) Given the reactants [Cl:1][C:2]1[N:7]=[C:6]([NH:8][C:9]([NH:11]C(=O)OCC)=S)[C:5]([O:17][CH3:18])=[CH:4][N:3]=1.Cl.[NH2:20]O.C(=O)(O)[O-].[Na+].O, predict the reaction product. The product is: [Cl:1][C:2]1[N:7]2[N:11]=[C:9]([NH2:20])[N:8]=[C:6]2[C:5]([O:17][CH3:18])=[CH:4][N:3]=1. (4) Given the reactants [C:1]([C:3]1[CH:8]=[CH:7][C:6]([NH:9][C:10]([CH:12]2[NH:16][CH:15]([CH2:17][C:18]([CH3:21])([CH3:20])[CH3:19])[C:14]3([C:29]4[C:24](=[CH:25][C:26]([Br:30])=[CH:27][CH:28]=4)[NH:23][C:22]3=[O:31])[CH:13]2[C:32]2[CH:37]=[CH:36][CH:35]=[C:34]([Cl:38])[C:33]=2[F:39])=[O:11])=[CH:5][CH:4]=1)#[N:2].[OH:40]O.[OH-].[Na+], predict the reaction product. The product is: [C:1]([C:3]1[CH:4]=[CH:5][C:6]([NH:9][C:10]([CH:12]2[NH:16][CH:15]([CH2:17][C:18]([CH3:21])([CH3:20])[CH3:19])[C:14]3([C:29]4[C:24](=[CH:25][C:26]([Br:30])=[CH:27][CH:28]=4)[NH:23][C:22]3=[O:31])[CH:13]2[C:32]2[CH:37]=[CH:36][CH:35]=[C:34]([Cl:38])[C:33]=2[F:39])=[O:11])=[CH:7][CH:8]=1)(=[O:40])[NH2:2]. (5) Given the reactants [O:1]1[CH:5]=[CH:4][C:3]([C:6]2[CH:7]=[C:8]([CH2:12][C:13]([OH:15])=O)[CH:9]=[CH:10][CH:11]=2)=[CH:2]1.CN(C=O)C.C(Cl)(=O)C(Cl)=O.[NH2:27][C:28]1[CH:37]=[CH:36][C:35]([Cl:38])=[CH:34][C:29]=1[C:30]([O:32][CH3:33])=[O:31], predict the reaction product. The product is: [Cl:38][C:35]1[CH:36]=[CH:37][C:28]([NH:27][C:13](=[O:15])[CH2:12][C:8]2[CH:9]=[CH:10][CH:11]=[C:6]([C:3]3[CH:4]=[CH:5][O:1][CH:2]=3)[CH:7]=2)=[C:29]([CH:34]=1)[C:30]([O:32][CH3:33])=[O:31]. (6) The product is: [C:1]([O:5][C:6]([N:8]1[CH2:13][CH2:12][N:11]2[C:14]([CH2:18][CH3:19])=[N:15][CH:16]=[C:10]2[CH:9]1[CH2:20][CH2:21][C:22]1[CH:27]=[CH:26][C:25]([C:28]([F:30])([F:31])[F:29])=[C:24]([Cl:32])[CH:23]=1)=[O:7])([CH3:2])([CH3:3])[CH3:4]. Given the reactants [C:1]([O:5][C:6]([N:8]1[CH2:13][CH2:12][N:11]2[C:14]([CH2:18][CH3:19])=[N:15][C:16](I)=[C:10]2[CH:9]1[CH2:20][CH2:21][C:22]1[CH:27]=[CH:26][C:25]([C:28]([F:31])([F:30])[F:29])=[C:24]([Cl:32])[CH:23]=1)=[O:7])([CH3:4])([CH3:3])[CH3:2].C([Mg]Br)C.C1COCC1, predict the reaction product. (7) Given the reactants C([O:3][C:4]([C:6]1[NH:7][C:8](=[O:24])[N:9]([CH:11]2[CH2:16][CH2:15][N:14]([C:17]([O:19][C:20]([CH3:23])([CH3:22])[CH3:21])=[O:18])[CH2:13][CH2:12]2)[CH:10]=1)=[O:5])C.O.O.[OH-].[Li+], predict the reaction product. The product is: [C:20]([O:19][C:17]([N:14]1[CH2:15][CH2:16][CH:11]([N:9]2[CH:10]=[C:6]([C:4]([OH:5])=[O:3])[NH:7][C:8]2=[O:24])[CH2:12][CH2:13]1)=[O:18])([CH3:23])([CH3:21])[CH3:22]. (8) Given the reactants CC1NC(C)=C(C(OC(CN(CCC(C2C=CC=CC=2)C2C=CC=CC=2)C)(C)C)=O)C(C2C=CC=C([N+]([O-])=O)C=2)C=1C(OC)=O.Cl.[CH3:47][C:48]([OH:68])([CH3:67])[CH2:49][N:50]([CH3:66])[CH2:51][CH2:52][CH:53]([C:60]1[CH:65]=[CH:64][CH:63]=[CH:62][CH:61]=1)[C:54]1[CH:59]=[CH:58][CH:57]=[CH:56][CH:55]=1.[CH2:69]=[C:70]1[O:74][C:72](=[O:73])[CH2:71]1, predict the reaction product. The product is: [C:72]([O:68][C:48]([CH3:47])([CH3:67])[CH2:49][N:50]([CH3:66])[CH2:51][CH2:52][CH:53]([C:60]1[CH:61]=[CH:62][CH:63]=[CH:64][CH:65]=1)[C:54]1[CH:55]=[CH:56][CH:57]=[CH:58][CH:59]=1)(=[O:73])[CH2:71][C:70]([CH3:69])=[O:74]. (9) Given the reactants [Br:1][C:2]1[C:7](=[O:8])[N:6]2[CH:9]=[CH:10][S:11][C:5]2=[N:4][C:3]=1[CH:12](Br)[CH3:13].[N-:15]=[N+:16]=[N-:17].[Na+], predict the reaction product. The product is: [N:15]([CH:12]([C:3]1[N:4]=[C:5]2[S:11][CH:10]=[CH:9][N:6]2[C:7](=[O:8])[C:2]=1[Br:1])[CH3:13])=[N+:16]=[N-:17].